Dataset: Catalyst prediction with 721,799 reactions and 888 catalyst types from USPTO. Task: Predict which catalyst facilitates the given reaction. (1) Reactant: [OH-].[Na+].C[O:4][C:5](=[O:27])[C:6]([C:9]1[CH:18]=[C:17]2[C:12]([C@@H:13]3[CH2:24][C:23](=[O:25])[CH2:22][CH2:21][C@H:14]3[C:15]([CH3:20])([CH3:19])[O:16]2)=[C:11]([OH:26])[CH:10]=1)([CH3:8])[CH3:7].C1COCC1. Product: [OH:26][C:11]1[CH:10]=[C:9]([C:6]([CH3:7])([CH3:8])[C:5]([OH:27])=[O:4])[CH:18]=[C:17]2[C:12]=1[C@@H:13]1[CH2:24][C:23](=[O:25])[CH2:22][CH2:21][C@H:14]1[C:15]([CH3:20])([CH3:19])[O:16]2. The catalyst class is: 6. (2) Reactant: [CH2:1]([N:5]1[C:9](Cl)=[C:8]([Cl:11])[N:7]=[C:6]1[C:12]1[C:20]([CH3:21])=[CH:19][CH:18]=[C:17]2[C:13]=1[CH:14]=[N:15][NH:16]2)[CH2:2][CH2:3][CH3:4].[H-].[Na+].[Li]C(C)(C)C.CN([CH:32]=[O:33])C. Product: [CH2:1]([N:5]1[C:9]([CH:32]=[O:33])=[C:8]([Cl:11])[N:7]=[C:6]1[C:12]1[C:20]([CH3:21])=[CH:19][CH:18]=[C:17]2[C:13]=1[CH:14]=[N:15][NH:16]2)[CH2:2][CH2:3][CH3:4]. The catalyst class is: 1. (3) Reactant: [Br:1][C:2]1[CH:3]=[C:4]([CH:6]=[CH:7][CH:8]=1)[NH2:5].Cl.[N:10]([O-])=O.[Na+].[C:14]([CH2:16][C:17]([NH2:19])=[O:18])#[N:15].C([O-])(=O)C.[Na+]. Product: [Br:1][C:2]1[CH:3]=[C:4]([N:5]=[N:10][CH:16]([C:14]#[N:15])[C:17]([NH2:19])=[O:18])[CH:6]=[CH:7][CH:8]=1. The catalyst class is: 97. (4) Reactant: [C-:1]#[N:2].[Li+].[Cl:4][C:5]1[C:6]([NH:21][C:22](=[O:30])[CH2:23][CH:24]2[CH2:29][CH2:28][CH2:27][CH2:26][CH2:25]2)=[C:7]2[C:12](=[CH:13][CH:14]=1)[N:11]=[C:10]([N:15]1[CH2:19][CH2:18][C@@H:17](O)[CH2:16]1)[CH:9]=[CH:8]2.C(=O)(O)[O-].[Na+]. Product: [Cl:4][C:5]1[C:6]([NH:21][C:22](=[O:30])[CH2:23][CH:24]2[CH2:29][CH2:28][CH2:27][CH2:26][CH2:25]2)=[C:7]2[C:12](=[CH:13][CH:14]=1)[N:11]=[C:10]([N:15]1[CH2:19][CH2:18][C@H:17]([C:1]#[N:2])[CH2:16]1)[CH:9]=[CH:8]2. The catalyst class is: 3. (5) The catalyst class is: 6. Product: [CH3:29][O:28][C:6]1[C:5]([OH:4])=[C:15]2[CH2:14][CH2:13][CH2:12][C:11]([C:16]3[CH:17]=[C:18]([O:26][CH3:27])[C:19]([O:24][CH3:25])=[C:20]([O:22][CH3:23])[CH:21]=3)=[CH:10][C:9]2=[CH:8][CH:7]=1. Reactant: C([O:4][C:5]1[C:15]2[CH2:14][CH2:13][CH2:12][C:11]([C:16]3[CH:21]=[C:20]([O:22][CH3:23])[C:19]([O:24][CH3:25])=[C:18]([O:26][CH3:27])[CH:17]=3)=[CH:10][C:9]=2[CH:8]=[CH:7][C:6]=1[O:28][CH3:29])(C)C.[Cl-].[Al+3].[Cl-].[Cl-]. (6) Reactant: [NH2:1][CH2:2][C:3]1[CH:4]=[C:5]([NH:9][C:10](=[O:16])[O:11][C:12]([CH3:15])([CH3:14])[CH3:13])[CH:6]=[CH:7][CH:8]=1.C(N(CC)CC)C.[N+:24]([C:27]1[CH:28]=[C:29]([S:33](Cl)(=[O:35])=[O:34])[CH:30]=[CH:31][CH:32]=1)([O-:26])=[O:25].C([O-])([O-])=O.[Na+].[Na+]. Product: [N+:24]([C:27]1[CH:28]=[C:29]([S:33]([NH:1][CH2:2][C:3]2[CH:4]=[C:5]([NH:9][C:10](=[O:16])[O:11][C:12]([CH3:13])([CH3:15])[CH3:14])[CH:6]=[CH:7][CH:8]=2)(=[O:35])=[O:34])[CH:30]=[CH:31][CH:32]=1)([O-:26])=[O:25]. The catalyst class is: 7. (7) Reactant: [CH:1]1[CH2:8][CH2:7][CH:6]=[CH:5][CH2:4][CH2:3][CH:2]=1.N1C=CC=[CH:11][C:10]=1[C:15]1C=CC=CN=1.BrC1C=C2C(C)(C)C3C=CC=[C:39]4[C:40](C)(C)[C:30]5[C:31]6N(C=34)C2=[C:24]([C:25](C)(C)[C:26]=6[CH:27]=[CH:28][CH:29]=5)[CH:23]=1. Product: [CH2:15]1[C:6]2=[CH:7][CH:8]=[CH:1][C:4]3=[CH:3][C:2]4=[C:27]5[C:28](=[C:5]23)[C:29]2[C:30]([CH2:31][C:26]5=[CH:25][CH:24]=[CH:23]4)=[CH:40][CH:39]=[CH:11][C:10]1=2. The catalyst class is: 885. (8) Reactant: [CH3:1][N:2]([CH:17]([CH3:19])[CH3:18])[C:3]1[C:4](=[O:16])[NH:5][C:6]2[C:11]([N:12]=1)=[CH:10][C:9]([C:13]([OH:15])=O)=[CH:8][CH:7]=2.[CH3:20][C:21]([NH2:24])([CH3:23])[CH3:22].C(P1(=O)OP(CCC)(=O)OP(CCC)(=O)O1)CC. Product: [C:21]([NH:24][C:13]([C:9]1[CH:10]=[C:11]2[C:6](=[CH:7][CH:8]=1)[NH:5][C:4](=[O:16])[C:3]([N:2]([CH3:1])[CH:17]([CH3:19])[CH3:18])=[N:12]2)=[O:15])([CH3:23])([CH3:22])[CH3:20]. The catalyst class is: 4.